From a dataset of Catalyst prediction with 721,799 reactions and 888 catalyst types from USPTO. Predict which catalyst facilitates the given reaction. (1) Reactant: [CH3:1][O:2][C:3]1[CH:4]=[CH:5][CH:6]=[C:7]2[C:11]=1[NH:10][CH:9]=[C:8]2[C:12]#[N:13].C([O-])([O-])=O.[Cs+].[Cs+].[Cl:20][CH2:21][CH2:22][CH2:23]I. The catalyst class is: 23. Product: [Cl:20][CH2:21][CH2:22][CH2:23][N:10]1[C:11]2[C:7](=[CH:6][CH:5]=[CH:4][C:3]=2[O:2][CH3:1])[C:8]([C:12]#[N:13])=[CH:9]1. (2) Reactant: [NH2:1][C:2]1[C:3]([C:19]2[O:23][C:22]([C:24]3[CH:29]=[CH:28][C:27]([CH2:30][N:31](C)[C:32](=O)OC(C)(C)C)=[CH:26][CH:25]=3)=[N:21][N:20]=2)=[N:4][C:5]([C:8]2[CH:13]=[CH:12][N:11]=[C:10]([C:14]([C:17]#[N:18])([CH3:16])[CH3:15])[CH:9]=2)=[CH:6][N:7]=1.FC(F)(F)C(O)=O. Product: [NH2:1][C:2]1[N:7]=[CH:6][C:5]([C:8]2[CH:13]=[CH:12][N:11]=[C:10]([C:14]([CH3:16])([CH3:15])[C:17]#[N:18])[CH:9]=2)=[N:4][C:3]=1[C:19]1[O:23][C:22]([C:24]2[CH:25]=[CH:26][C:27]([CH2:30][NH:31][CH3:32])=[CH:28][CH:29]=2)=[N:21][N:20]=1. The catalyst class is: 4. (3) Reactant: C(OC([NH:8][C@H:9]([C:13]([O:15][CH2:16][CH2:17][N:18]1[CH2:23][CH2:22][N:21]([S:24]([C:27]2[CH:28]=[CH:29][C:30]([O:47][CH2:48][CH3:49])=[C:31]([C:33]3[NH:34][C:35](=[O:46])[C:36]4[N:41]([CH3:42])[CH:40]=[C:39]([CH2:43][CH2:44][CH3:45])[C:37]=4[N:38]=3)[CH:32]=2)(=[O:26])=[O:25])[CH2:20][CH2:19]1)=[O:14])[CH:10]([CH3:12])[CH3:11])=O)(C)(C)C.C(C(O)=O)(F)(F)F.[ClH:57]. Product: [ClH:57].[ClH:57].[CH2:48]([O:47][C:30]1[CH:29]=[CH:28][C:27]([S:24]([N:21]2[CH2:22][CH2:23][N:18]([CH2:17][CH2:16][O:15][C:13](=[O:14])[C@H:9]([CH:10]([CH3:11])[CH3:12])[NH2:8])[CH2:19][CH2:20]2)(=[O:26])=[O:25])=[CH:32][C:31]=1[C:33]1[NH:34][C:35](=[O:46])[C:36]2[N:41]([CH3:42])[CH:40]=[C:39]([CH2:43][CH2:44][CH3:45])[C:37]=2[N:38]=1)[CH3:49]. The catalyst class is: 2. (4) Reactant: [O:1]=[C:2]1[C:7](C(O)=O)=[CH:6][NH:5][N:4]2[CH:11]=[CH:12][CH:13]=[C:3]12. Product: [NH:5]1[CH:6]=[CH:7][C:2](=[O:1])[C:3]2=[CH:13][CH:12]=[CH:11][N:4]12. The catalyst class is: 16. (5) Reactant: [Cl:1][C:2]1[CH:3]=[C:4]([C:8]2[S:29][C:11]3[N:12]([CH3:28])[C:13](=[O:27])[N:14]([CH2:17][CH2:18][CH2:19][O:20]C4CCCCO4)[C:15](=[O:16])[C:10]=3[C:9]=2[CH:30]([C:32]2[CH:37]=[CH:36][C:35]([Cl:38])=[CH:34][CH:33]=2)[OH:31])[CH:5]=[CH:6][CH:7]=1. Product: [Cl:1][C:2]1[CH:3]=[C:4]([C:8]2[S:29][C:11]3[N:12]([CH3:28])[C:13](=[O:27])[N:14]([CH2:17][CH2:18][CH2:19][OH:20])[C:15](=[O:16])[C:10]=3[C:9]=2[CH:30]([C:32]2[CH:37]=[CH:36][C:35]([Cl:38])=[CH:34][CH:33]=2)[OH:31])[CH:5]=[CH:6][CH:7]=1. The catalyst class is: 209.